Dataset: Full USPTO retrosynthesis dataset with 1.9M reactions from patents (1976-2016). Task: Predict the reactants needed to synthesize the given product. (1) Given the product [CH3:28][N:26]([CH3:27])[C:21]1[CH:22]=[CH:23][CH:24]=[C:25]2[C:20]=1[CH:19]=[C:18]1[CH2:29][CH2:30][CH2:31][C:17]1=[C:16]2[C:14](=[O:15])[CH2:13][CH2:12][CH2:11][CH2:10][CH2:9][OH:8], predict the reactants needed to synthesize it. The reactants are: [Si]([O:8][CH2:9][CH2:10][CH2:11][CH2:12][CH2:13][C:14]([C:16]1[C:25]2[C:20](=[C:21]([N:26]([CH3:28])[CH3:27])[CH:22]=[CH:23][CH:24]=2)[CH:19]=[C:18]2[CH2:29][CH2:30][CH2:31][C:17]=12)=[O:15])(C(C)(C)C)(C)C.CCCC[N+](CCCC)(CCCC)CCCC.[F-]. (2) The reactants are: [F:1][C:2]1[CH:7]=[CH:6][C:5]([F:8])=[CH:4][C:3]=1/[CH:9]=[CH:10]/[CH2:11]O.[ClH:13]. Given the product [Cl:13][CH2:11]/[CH:10]=[CH:9]/[C:3]1[CH:4]=[C:5]([F:8])[CH:6]=[CH:7][C:2]=1[F:1], predict the reactants needed to synthesize it. (3) Given the product [NH:23]1[C:24]2=[N:25][CH:26]=[CH:27][CH:28]=[C:29]2[C:21]([CH2:3][C:4]2[CH:20]=[CH:19][C:7]3[N:8]=[C:9]([NH:11][C@@H:12]4[CH2:17][CH2:16][CH2:15][CH2:14][C@H:13]4[OH:18])[S:10][C:6]=3[CH:5]=2)=[CH:22]1, predict the reactants needed to synthesize it. The reactants are: CO[CH:3]([C:21]1[C:29]2[C:24](=[N:25][CH:26]=[CH:27][CH:28]=2)[NH:23][CH:22]=1)[C:4]1[CH:20]=[CH:19][C:7]2[N:8]=[C:9]([NH:11][C@@H:12]3[CH2:17][CH2:16][CH2:15][CH2:14][C@H:13]3[OH:18])[S:10][C:6]=2[CH:5]=1.C([SiH](CC)CC)C.C(O)(C(F)(F)F)=O. (4) The reactants are: [CH3:1][O:2][C:3](=[O:19])[CH:4]([NH:8][C:9](=[O:18])[C:10]1[C:15]([Cl:16])=[CH:14][CH:13]=[CH:12][C:11]=1[Cl:17])[CH2:5][CH:6]=[CH2:7].I[C:21]1[CH:37]=[CH:36][C:24]([O:25][C:26]2[N:31]=[C:30]([O:32][CH3:33])[CH:29]=[C:28]([O:34][CH3:35])[N:27]=2)=[CH:23][CH:22]=1. Given the product [CH3:1][O:2][C:3](=[O:19])[CH:4]([NH:8][C:9](=[O:18])[C:10]1[C:11]([Cl:17])=[CH:12][CH:13]=[CH:14][C:15]=1[Cl:16])[CH2:5]/[CH:6]=[CH:7]/[C:21]1[CH:22]=[CH:23][C:24]([O:25][C:26]2[N:31]=[C:30]([O:32][CH3:33])[CH:29]=[C:28]([O:34][CH3:35])[N:27]=2)=[CH:36][CH:37]=1, predict the reactants needed to synthesize it. (5) Given the product [CH2:14]1[S:18][C@H:17]([CH2:19][OH:20])[O:16][C@@H:15]1[N:21]1[C:26](=[O:27])[N:25]=[C:24]([NH2:28])[C:23]([F:29])=[CH:22]1, predict the reactants needed to synthesize it. The reactants are: C(N(CCCC)CCCC)CCC.[CH2:14]1[S:18][C@H:17]([CH2:19][OH:20])[O:16][C@@H:15]1[N:21]1[C:26](=[O:27])[N:25]=[C:24]([NH2:28])[C:23]([F:29])=[CH:22]1.Cl. (6) Given the product [CH:5]1([CH2:10][CH2:11][CH2:12][N:13]2[C:17](=[O:18])[N:16]([C:19]3[CH:20]=[CH:21][C:22]([NH:25][S:26]([C:29]4[CH:30]=[C:31]5[C:36](=[CH:37][CH:38]=4)[O:35][CH:34]([CH2:39][NH2:41])[CH2:33][CH2:32]5)(=[O:27])=[O:28])=[CH:23][CH:24]=3)[N:15]=[N:14]2)[CH2:9][CH2:8][CH2:7][CH2:6]1, predict the reactants needed to synthesize it. The reactants are: B.CSC.[CH:5]1([CH2:10][CH2:11][CH2:12][N:13]2[C:17](=[O:18])[N:16]([C:19]3[CH:24]=[CH:23][C:22]([NH:25][S:26]([C:29]4[CH:30]=[C:31]5[C:36](=[CH:37][CH:38]=4)[O:35][CH:34]([C:39]([NH2:41])=O)[CH2:33][CH2:32]5)(=[O:28])=[O:27])=[CH:21][CH:20]=3)[N:15]=[N:14]2)[CH2:9][CH2:8][CH2:7][CH2:6]1.Cl.[OH-].[Na+]. (7) Given the product [CH2:1]([O:3][C:4]1[CH:13]=[CH:12][C:7]2[N:8]=[C:9]([NH:11][C:41](=[O:42])[CH2:40][O:39][C:38]3[CH:44]=[C:45](/[CH:48]=[CH:49]/[C:50](=[O:63])[C:51]4[CH:52]=[C:53]([O:61][CH3:62])[C:54]([O:59][CH3:60])=[C:55]([O:57][CH3:58])[CH:56]=4)[CH:46]=[CH:47][C:37]=3[O:36][CH3:35])[S:10][C:6]=2[CH:5]=1)[CH3:2], predict the reactants needed to synthesize it. The reactants are: [CH2:1]([O:3][C:4]1[CH:13]=[CH:12][C:7]2[N:8]=[C:9]([NH2:11])[S:10][C:6]=2[CH:5]=1)[CH3:2].C(N=C=NCCCN(C)C)C.ON1C2C=CC=CC=2N=N1.[CH3:35][O:36][C:37]1[CH:47]=[CH:46][C:45](/[CH:48]=[CH:49]/[C:50](=[O:63])[C:51]2[CH:56]=[C:55]([O:57][CH3:58])[C:54]([O:59][CH3:60])=[C:53]([O:61][CH3:62])[CH:52]=2)=[CH:44][C:38]=1[O:39][CH2:40][C:41](O)=[O:42]. (8) The reactants are: [Cl:1][C:2]1[C:7]([NH2:8])=[CH:6][CH:5]=[CH:4][N:3]=1.[CH3:9][S:10](Cl)(=[O:12])=[O:11].C(N(CC)CC)C. Given the product [Cl:1][C:2]1[C:7]([NH:8][S:10]([CH3:9])(=[O:12])=[O:11])=[CH:6][CH:5]=[CH:4][N:3]=1, predict the reactants needed to synthesize it. (9) Given the product [Cl:41][C:9]1[C:5]([C:2]([CH3:1])([CH3:3])[CH3:4])=[N:6][O:7][C:8]=1[N:10]1[CH2:14][C@@:13]2([CH2:19][CH2:18][CH2:17][C@@:16]([CH2:21][N:22]3[C:26]4[CH:27]=[C:28]([C:31]#[N:32])[CH:29]=[CH:30][C:25]=4[N:24]=[CH:23]3)([CH3:20])[CH2:15]2)[O:12][C:11]1=[O:33], predict the reactants needed to synthesize it. The reactants are: [CH3:1][C:2]([C:5]1[CH:9]=[C:8]([N:10]2[CH2:14][C@@:13]3([CH2:19][CH2:18][CH2:17][C@@:16]([CH2:21][N:22]4[C:26]5[CH:27]=[C:28]([C:31]#[N:32])[CH:29]=[CH:30][C:25]=5[N:24]=[CH:23]4)([CH3:20])[CH2:15]3)[O:12][C:11]2=[O:33])[O:7][N:6]=1)([CH3:4])[CH3:3].C1C(=O)N([Cl:41])C(=O)C1.